Predict the product of the given reaction. From a dataset of Forward reaction prediction with 1.9M reactions from USPTO patents (1976-2016). (1) Given the reactants Br[C:2]1[CH:3]=[CH:4][C:5]([CH2:8][N:9]2[CH:14]=[C:13]3[N:15]=[C:16]([C:18]4[CH:23]=[CH:22][CH:21]=[C:20]([F:24])[C:19]=4[F:25])[N:17]=[C:12]3[CH:11]=[N:10]2)=[N:6][CH:7]=1.[CH2:26]([O:29][C:30]1[CH:35]=[CH:34][C:33](B(O)O)=[CH:32][CH:31]=1)[CH2:27][CH3:28], predict the reaction product. The product is: [F:25][C:19]1[C:20]([F:24])=[CH:21][CH:22]=[CH:23][C:18]=1[C:16]1[N:17]=[C:12]2[CH:11]=[N:10][N:9]([CH2:8][C:5]3[CH:4]=[CH:3][C:2]([C:33]4[CH:34]=[CH:35][C:30]([O:29][CH2:26][CH2:27][CH3:28])=[CH:31][CH:32]=4)=[CH:7][N:6]=3)[CH:14]=[C:13]2[N:15]=1. (2) The product is: [CH3:15][O:16][C:17]1[CH:18]=[C:19]([CH2:25][C:26]([NH:14][CH2:13][CH2:12][CH2:11][C:5]2[CH:6]=[CH:7][C:8]([O:9][CH3:10])=[C:3]([O:2][CH3:1])[CH:4]=2)=[O:27])[CH:20]=[CH:21][C:22]=1[O:23][CH3:24]. Given the reactants [CH3:1][O:2][C:3]1[CH:4]=[C:5]([CH2:11][CH2:12][CH2:13][NH2:14])[CH:6]=[CH:7][C:8]=1[O:9][CH3:10].[CH3:15][O:16][C:17]1[CH:18]=[C:19]([CH2:25][C:26](Cl)=[O:27])[CH:20]=[CH:21][C:22]=1[O:23][CH3:24].C([O-])(O)=O.[Na+], predict the reaction product.